From a dataset of Forward reaction prediction with 1.9M reactions from USPTO patents (1976-2016). Predict the product of the given reaction. (1) Given the reactants [F:1][C:2]1[CH:3]=[N:4][C:5]([NH:8][C:9]2[S:10][C:11]3[CH2:17][CH2:16][N:15]([CH2:18][CH2:19][CH2:20][N:21](C)[C:22](=O)OC(C)(C)C)[C:14]4=[N:30][N:31]([CH2:33][C:34]5[CH:39]=[CH:38][C:37]([O:40][CH3:41])=[CH:36][CH:35]=5)[CH:32]=[C:13]4[C:12]=3[N:42]=2)=[N:6][CH:7]=1.CCN(CC)CC, predict the reaction product. The product is: [F:1][C:2]1[CH:3]=[N:4][C:5]([NH:8][C:9]2[S:10][C:11]3[CH2:17][CH2:16][N:15]([CH2:18][CH2:19][CH2:20][NH:21][CH3:22])[C:14]4=[N:30][N:31]([CH2:33][C:34]5[CH:35]=[CH:36][C:37]([O:40][CH3:41])=[CH:38][CH:39]=5)[CH:32]=[C:13]4[C:12]=3[N:42]=2)=[N:6][CH:7]=1. (2) Given the reactants [C:1]([N:5]1[C:10](=[O:11])[C:9]([CH2:12][OH:13])=[C:8]([S:14][CH2:15][C:16]2[CH:21]=[CH:20][C:19]([C:22]([CH3:25])([CH3:24])[CH3:23])=[CH:18][CH:17]=2)[CH:7]=[N:6]1)([CH3:4])([CH3:3])[CH3:2].N1C=CC=CC=1.[C:32]1([CH3:42])[CH:37]=[CH:36][C:35]([S:38](Cl)(=[O:40])=[O:39])=[CH:34][CH:33]=1, predict the reaction product. The product is: [C:1]([N:5]1[C:10](=[O:11])[C:9]([CH2:12][O:13][S:38]([C:35]2[CH:36]=[CH:37][C:32]([CH3:42])=[CH:33][CH:34]=2)(=[O:40])=[O:39])=[C:8]([S:14][CH2:15][C:16]2[CH:17]=[CH:18][C:19]([C:22]([CH3:25])([CH3:24])[CH3:23])=[CH:20][CH:21]=2)[CH:7]=[N:6]1)([CH3:4])([CH3:3])[CH3:2]. (3) Given the reactants [Cl:1][C:2]1[CH:7]=[CH:6][C:5]([CH:8]([C:36]2[CH:41]=[CH:40][C:39]([Cl:42])=[CH:38][CH:37]=2)[C:9]2[CH:10]=[C:11]3[C:16](=[CH:17][CH:18]=2)[N:15]=[C:14]([O:19][CH2:20][C:21](O)=[O:22])[N:13]=[C:12]3[NH:24][CH2:25][C:26]2[CH:31]=[CH:30][CH:29]=[C:28]([C:32]([F:35])([F:34])[F:33])[CH:27]=2)=[CH:4][CH:3]=1.[NH2:43][CH2:44][CH2:45][OH:46].CN(C(ON1N=NC2C=CC=NC1=2)=[N+](C)C)C.F[P-](F)(F)(F)(F)F.CCN(C(C)C)C(C)C, predict the reaction product. The product is: [Cl:1][C:2]1[CH:7]=[CH:6][C:5]([CH:8]([C:36]2[CH:41]=[CH:40][C:39]([Cl:42])=[CH:38][CH:37]=2)[C:9]2[CH:10]=[C:11]3[C:16](=[CH:17][CH:18]=2)[N:15]=[C:14]([O:19][CH2:20][C:21]([NH:43][CH2:44][CH2:45][OH:46])=[O:22])[N:13]=[C:12]3[NH:24][CH2:25][C:26]2[CH:31]=[CH:30][CH:29]=[C:28]([C:32]([F:34])([F:33])[F:35])[CH:27]=2)=[CH:4][CH:3]=1.